From a dataset of Full USPTO retrosynthesis dataset with 1.9M reactions from patents (1976-2016). Predict the reactants needed to synthesize the given product. Given the product [NH2:6][C:7]1[CH:12]=[CH:11][C:10]([S:13][C:14]2[CH:19]=[CH:18][C:17]([C:20]([NH:21][C:22]3[S:23][C:24]([C:27]([CH3:28])([CH3:29])[CH3:30])=[N:25][N:26]=3)=[O:31])=[CH:16][C:15]=2[NH:32][C:33]2[C:34]3[CH:42]=[CH:41][C:40]([CH:43]([CH3:45])[CH3:44])=[N:39][C:35]=3[N:36]=[CH:37][N:38]=2)=[CH:9][CH:8]=1, predict the reactants needed to synthesize it. The reactants are: ClC(Cl)(Cl)COC(=O)[NH:6][C:7]1[CH:12]=[CH:11][C:10]([S:13][C:14]2[CH:19]=[CH:18][C:17]([C:20](=[O:31])[NH:21][C:22]3[S:23][C:24]([C:27]([CH3:30])([CH3:29])[CH3:28])=[N:25][N:26]=3)=[CH:16][C:15]=2[NH:32][C:33]2[C:34]3[CH:42]=[CH:41][C:40]([CH:43]([CH3:45])[CH3:44])=[N:39][C:35]=3[N:36]=[CH:37][N:38]=2)=[CH:9][CH:8]=1.[OH-].[Na+].Cl.